This data is from Full USPTO retrosynthesis dataset with 1.9M reactions from patents (1976-2016). The task is: Predict the reactants needed to synthesize the given product. (1) Given the product [CH3:33][O:34][CH2:35][C:36]([CH3:44])([CH3:43])[C:37]([C:2]1[C:10]2[C:5](=[N:6][CH:7]=[C:8]([C:11]3[CH:16]=[C:15]([O:17][CH3:18])[C:14]([O:19][CH3:20])=[C:13]([O:21][CH3:22])[CH:12]=3)[N:9]=2)[NH:4][CH:3]=1)=[O:38], predict the reactants needed to synthesize it. The reactants are: I[C:2]1[C:10]2[C:5](=[N:6][CH:7]=[C:8]([C:11]3[CH:16]=[C:15]([O:17][CH3:18])[C:14]([O:19][CH3:20])=[C:13]([O:21][CH3:22])[CH:12]=3)[N:9]=2)[N:4]([Si](C(C)C)(C(C)C)C(C)C)[CH:3]=1.[CH3:33][O:34][CH2:35][C:36]([CH3:44])([CH3:43])[C:37](N(OC)C)=[O:38]. (2) Given the product [O:16]1[CH:8]=[CH:9][CH:12]=[C:13]1[C:17]1[O:55][C:20]([NH:25][C:38]([C:37]2[CH:41]=[CH:42][CH:43]=[C:35]([C:33]3[S:34][C:30]([S:26](=[O:28])(=[O:29])[NH2:27])=[CH:31][CH:32]=3)[CH:36]=2)=[O:40])=[N:19][N:18]=1, predict the reactants needed to synthesize it. The reactants are: CCN(C1C=C[C:9]2[CH:12]=[C:13](/[CH:17]=[N:18]\[NH:19][C:20]3[N:25]=CC=CC=3)C([O:16][C:8]=2C=1)=O)CC.[S:26]([C:30]1[S:34][C:33]([C:35]2[CH:36]=[C:37]([CH:41]=[CH:42][CH:43]=2)[C:38]([OH:40])=O)=[CH:32][CH:31]=1)(=[O:29])(=[O:28])[NH2:27].FC1C=CC=CC=1C1[O:55]C(C(Cl)=O)=CC=1. (3) Given the product [CH2:1]([NH:3][C:4](=[O:11])[C:5]1[CH:10]=[CH:9][CH:8]=[CH:7][C:6]=1[Si:13]([CH3:15])([CH3:14])[CH3:12])[CH3:2], predict the reactants needed to synthesize it. The reactants are: [CH2:1]([NH:3][C:4](=[O:11])[C:5]1[CH:10]=[CH:9][CH:8]=[CH:7][CH:6]=1)[CH3:2].[CH3:12][Si:13](Cl)([CH3:15])[CH3:14]. (4) Given the product [Cl:15][C:16]1[CH:28]=[CH:27][C:19]2[NH:20][C:21]([S:1][C:2]3[C:7]4[NH:8][C:9](=[O:11])[NH:10][C:6]=4[CH:5]=[C:4]([C:12]([OH:14])=[O:13])[CH:3]=3)=[N:22][C:18]=2[C:17]=1[C:29]([O:31][CH3:32])=[O:30], predict the reactants needed to synthesize it. The reactants are: [SH:1][C:2]1[C:7]2[NH:8][C:9](=[O:11])[NH:10][C:6]=2[CH:5]=[C:4]([C:12]([OH:14])=[O:13])[CH:3]=1.[Cl:15][C:16]1[CH:28]=[CH:27][C:19]2[NH:20][C:21](S(C)(=O)=O)=[N:22][C:18]=2[C:17]=1[C:29]([O:31][CH3:32])=[O:30]. (5) Given the product [CH3:1][O:2][C:3](=[O:27])[CH2:4][C:5]1[CH:10]=[CH:9][CH:8]=[C:7]([O:11][C:12]2[CH:17]=[CH:16][C:15]([C:18]([F:19])([F:21])[F:20])=[CH:14][C:13]=2[CH:22]=[O:23])[CH:6]=1, predict the reactants needed to synthesize it. The reactants are: [CH3:1][O:2][C:3](=[O:27])[CH2:4][C:5]1[CH:10]=[CH:9][CH:8]=[C:7]([O:11][C:12]2[CH:17]=[CH:16][C:15]([C:18]([F:21])([F:20])[F:19])=[CH:14][C:13]=2[CH:22](OC)[O:23]C)[CH:6]=1.Cl.